Dataset: Peptide-MHC class II binding affinity with 134,281 pairs from IEDB. Task: Regression. Given a peptide amino acid sequence and an MHC pseudo amino acid sequence, predict their binding affinity value. This is MHC class II binding data. (1) The peptide sequence is KSILLIMNANTLMGR. The MHC is DRB1_0901 with pseudo-sequence DRB1_0901. The binding affinity (normalized) is 0. (2) The binding affinity (normalized) is 0.421. The MHC is DRB1_0101 with pseudo-sequence DRB1_0101. The peptide sequence is NLNIKLNMPLYIAGN.